This data is from Reaction yield outcomes from USPTO patents with 853,638 reactions. The task is: Predict the reaction yield, written as a fraction of the theoretical maximum amount of product (1.0 means a 100% yield; for example, 0.34 means a 34% yield). (1) The reactants are [F:1][C:2]1[CH:22]=[C:21]([S:23]([CH3:26])(=[O:25])=[O:24])[CH:20]=[CH:19][C:3]=1[O:4][C:5]1[C:10]([CH3:11])=[C:9]([O:12][CH:13]2[CH2:18][CH2:17][NH:16][CH2:15][CH2:14]2)[N:8]=[CH:7][N:6]=1.[C:27]([O:31][CH2:32][CH2:33][C:34](O)=[O:35])([CH3:30])([CH3:29])[CH3:28].CN(C(ON1N=NC2C=CC=NC1=2)=[N+](C)C)C.F[P-](F)(F)(F)(F)F.C(N(CC)CC)C. The catalyst is CN(C=O)C. The product is [C:27]([O:31][CH2:32][CH2:33][C:34]([N:16]1[CH2:17][CH2:18][CH:13]([O:12][C:9]2[C:10]([CH3:11])=[C:5]([O:4][C:3]3[CH:19]=[CH:20][C:21]([S:23]([CH3:26])(=[O:24])=[O:25])=[CH:22][C:2]=3[F:1])[N:6]=[CH:7][N:8]=2)[CH2:14][CH2:15]1)=[O:35])([CH3:30])([CH3:29])[CH3:28]. The yield is 0.860. (2) The reactants are [O:1]1[C:6]2[CH:7]=[CH:8][C:9]([CH2:11][NH:12][C:13]3[N:18]=[CH:17][N:16]=[C:15]4[N:19]([C:22]5[CH:27]=[CH:26][CH:25]=[C:24](I)[CH:23]=5)[N:20]=[CH:21][C:14]=34)=[CH:10][C:5]=2[O:4][CH2:3][CH2:2]1.[C:29]([Si](C)(C)C)#[CH:30].C1(P(C2C=CC=CC=2)C2C=CC=CC=2)C=CC=CC=1.C(=O)([O-])[O-].[K+].[K+]. The catalyst is CO.C(Cl)(Cl)Cl.C(N(CC)CC)C.CN(C)C=O. The product is [O:1]1[C:6]2[CH:7]=[CH:8][C:9]([CH2:11][NH:12][C:13]3[N:18]=[CH:17][N:16]=[C:15]4[N:19]([C:22]5[CH:27]=[CH:26][CH:25]=[C:24]([C:29]#[CH:30])[CH:23]=5)[N:20]=[CH:21][C:14]=34)=[CH:10][C:5]=2[O:4][CH2:3][CH2:2]1. The yield is 0.457. (3) The reactants are [CH2:1]([O:8][C:9]1[CH:18]=[C:17]2[C:12]([C:13](Cl)=[N:14][CH:15]=[N:16]2)=[CH:11][C:10]=1[O:20][CH3:21])[C:2]1[CH:7]=[CH:6][CH:5]=[CH:4][CH:3]=1.[F:22][C:23]1[CH:28]=[CH:27][C:26]([NH:29][C:30]([C:32]2([C:35]([NH:37][C:38]3[CH:43]=[CH:42][C:41]([OH:44])=[C:40]([F:45])[CH:39]=3)=[O:36])[CH2:34][CH2:33]2)=[O:31])=[CH:25][CH:24]=1.C(=O)([O-])[O-].[K+].[K+]. The catalyst is CC(N(C)C)=O. The product is [F:22][C:23]1[CH:24]=[CH:25][C:26]([NH:29][C:30]([C:32]2([C:35]([NH:37][C:38]3[CH:43]=[CH:42][C:41]([O:44][C:13]4[C:12]5[C:17](=[CH:18][C:9]([O:8][CH2:1][C:2]6[CH:7]=[CH:6][CH:5]=[CH:4][CH:3]=6)=[C:10]([O:20][CH3:21])[CH:11]=5)[N:16]=[CH:15][N:14]=4)=[C:40]([F:45])[CH:39]=3)=[O:36])[CH2:34][CH2:33]2)=[O:31])=[CH:27][CH:28]=1. The yield is 0.760. (4) The reactants are [Cl:1][C:2]1[CH:3]=[CH:4][C:5]2[N:6]([C:8]([CH2:11][OH:12])=[CH:9][N:10]=2)[N:7]=1. The catalyst is C(Cl)Cl.O=[Mn]=O. The product is [Cl:1][C:2]1[CH:3]=[CH:4][C:5]2[N:6]([C:8]([CH:11]=[O:12])=[CH:9][N:10]=2)[N:7]=1. The yield is 0.540. (5) The reactants are [Cl:1][C:2]1[N:7]=[C:6](Cl)[CH:5]=[CH:4][N:3]=1.[CH3:9][C:10]1[C:14]([CH3:15])=[C:13]([NH2:16])[O:12][N:11]=1.CC1(C)C2C(=C(P(C3C=CC=CC=3)C3C=CC=CC=3)C=CC=2)OC2C(P(C3C=CC=CC=3)C3C=CC=CC=3)=CC=CC1=2.CC(C)([O-])C.[Na+]. The catalyst is C1(C)C=CC=CC=1.C1C=CC(/C=C/C(/C=C/C2C=CC=CC=2)=O)=CC=1.C1C=CC(/C=C/C(/C=C/C2C=CC=CC=2)=O)=CC=1.C1C=CC(/C=C/C(/C=C/C2C=CC=CC=2)=O)=CC=1.[Pd].[Pd]. The product is [Cl:1][C:2]1[N:7]=[C:6]([NH:16][C:13]2[O:12][N:11]=[C:10]([CH3:9])[C:14]=2[CH3:15])[CH:5]=[CH:4][N:3]=1. The yield is 0.210. (6) The reactants are [CH3:1][O:2][C:3](=[O:16])[CH:4]([NH:8][C:9]([O:11][C:12]([CH3:15])([CH3:14])[CH3:13])=[O:10])[CH:5]([OH:7])[CH3:6].FS([C:21]([F:26])([F:25])C(O)=O)(=O)=O.O. The catalyst is C(#N)C.C(OCC)(=O)C.[Cu]I. The product is [CH3:1][O:2][C:3](=[O:16])[CH:4]([NH:8][C:9]([O:11][C:12]([CH3:15])([CH3:14])[CH3:13])=[O:10])[CH:5]([O:7][CH:21]([F:26])[F:25])[CH3:6]. The yield is 0.360. (7) The reactants are [C:1]([O:5][C:6]([NH:8][C:9]1[S:10][C:11]2[CH:17]=[C:16]([C:18]([OH:20])=O)[CH:15]=[CH:14][C:12]=2[N:13]=1)=[O:7])([CH3:4])([CH3:3])[CH3:2].[NH:21]1[CH2:25][CH2:24][CH2:23][CH2:22]1.C(Cl)CCl.CCN(C(C)C)C(C)C. The catalyst is O1CCCC1.ClCCl.O. The product is [N:21]1([C:18]([C:16]2[CH:15]=[CH:14][C:12]3[N:13]=[C:9]([NH:8][C:6](=[O:7])[O:5][C:1]([CH3:2])([CH3:3])[CH3:4])[S:10][C:11]=3[CH:17]=2)=[O:20])[CH2:25][CH2:24][CH2:23][CH2:22]1. The yield is 0.920. (8) The reactants are [I:1]N1C(=O)CCC1=O.[Cl:9][C:10]1[CH:11]=[C:12]([OH:17])[CH:13]=[CH:14][C:15]=1[F:16].S(=O)(=O)(O)O.CCCCCCC. The catalyst is C(O)(=O)C. The product is [Cl:9][C:10]1[C:15]([F:16])=[CH:14][C:13]([I:1])=[C:12]([OH:17])[CH:11]=1. The yield is 0.600. (9) The reactants are [F:1][C:2]1[CH:7]=[C:6]([F:8])[CH:5]=[CH:4][C:3]=1[NH:9][NH2:10].C(=O)([O-])[O-].[K+].[K+].[C:17](OCC)(=[O:25])[C:18]#[C:19][C:20]([O:22][CH2:23][CH3:24])=[O:21]. The catalyst is C(O)C. The product is [F:1][C:2]1[CH:7]=[C:6]([F:8])[CH:5]=[CH:4][C:3]=1[N:9]1[C:17]([OH:25])=[CH:18][C:19]([C:20]([O:22][CH2:23][CH3:24])=[O:21])=[N:10]1. The yield is 0.380.